From a dataset of Full USPTO retrosynthesis dataset with 1.9M reactions from patents (1976-2016). Predict the reactants needed to synthesize the given product. (1) Given the product [Cl:29][C:26]1[CH:25]=[CH:24][C:23]([CH2:22][C@H:2]([NH:1][C:40]([C@@H:31]2[CH2:32][C:33]3[C:38](=[CH:37][CH:36]=[CH:35][CH:34]=3)[CH2:39][N:30]2[C:43]([O:45][C:46]([CH3:49])([CH3:48])[CH3:47])=[O:44])=[O:41])[C:3]([N:5]2[CH2:6][CH2:7][N:8]([C:11]3[CH:16]=[CH:15][CH:14]=[CH:13][C:12]=3[NH:17][S:18]([CH3:21])(=[O:19])=[O:20])[CH2:9][CH2:10]2)=[O:4])=[CH:28][CH:27]=1, predict the reactants needed to synthesize it. The reactants are: [NH2:1][C@@H:2]([CH2:22][C:23]1[CH:28]=[CH:27][C:26]([Cl:29])=[CH:25][CH:24]=1)[C:3]([N:5]1[CH2:10][CH2:9][N:8]([C:11]2[CH:16]=[CH:15][CH:14]=[CH:13][C:12]=2[NH:17][S:18]([CH3:21])(=[O:20])=[O:19])[CH2:7][CH2:6]1)=[O:4].[N:30]1([C:43]([O:45][C:46]([CH3:49])([CH3:48])[CH3:47])=[O:44])[CH2:39][C:38]2[C:33](=[CH:34][CH:35]=[CH:36][CH:37]=2)[CH2:32][C@H:31]1[C:40](O)=[O:41].CCN=C=NCCCN(C)C.CI.C1C=NC2N(O)N=NC=2C=1. (2) Given the product [OH:14][C:13]1[N:12]([C:15]2[CH:23]=[CH:22][C:18]([C:19]([N:32]3[CH2:33][CH2:34][CH:29]([CH2:28][O:27][CH3:26])[CH2:30][CH2:31]3)=[O:21])=[CH:17][N:16]=2)[N:11]=[CH:10][C:9]=1[C:6]1[CH:7]=[CH:8][C:3]([C:1]#[N:2])=[CH:4][C:5]=1[CH3:24], predict the reactants needed to synthesize it. The reactants are: [C:1]([C:3]1[CH:8]=[CH:7][C:6]([C:9]2[CH:10]=[N:11][N:12]([C:15]3[CH:23]=[CH:22][C:18]([C:19]([OH:21])=O)=[CH:17][N:16]=3)[C:13]=2[OH:14])=[C:5]([CH3:24])[CH:4]=1)#[N:2].Cl.[CH3:26][O:27][CH2:28][CH:29]1[CH2:34][CH2:33][NH:32][CH2:31][CH2:30]1. (3) The reactants are: B(Cl)(Cl)Cl.S(C)[C:6]#[N:7].[Cl-].[Al+3].[Cl-].[Cl-].[OH:13][C:14]1[C:19]2[CH2:20][C@@H:21]3[C:26]([CH3:28])([CH3:27])[C@:25]([CH3:29])([C:18]=2[CH:17]=[CH:16][CH:15]=1)[CH2:24][CH2:23][N:22]3[C:30]([N:32]1[CH2:37][CH2:36][CH2:35][CH2:34][CH2:33]1)=[O:31].[OH-].[Na+]. Given the product [OH:13][C:14]1[C:19]2[CH2:20][C@@H:21]3[C:26]([CH3:27])([CH3:28])[C@:25]([CH3:29])([C:18]=2[CH:17]=[CH:16][C:15]=1[C:6]#[N:7])[CH2:24][CH2:23][N:22]3[C:30]([N:32]1[CH2:37][CH2:36][CH2:35][CH2:34][CH2:33]1)=[O:31], predict the reactants needed to synthesize it.